The task is: Predict the reactants needed to synthesize the given product.. This data is from Full USPTO retrosynthesis dataset with 1.9M reactions from patents (1976-2016). (1) Given the product [F:12][C:13]1[CH:18]=[CH:17][C:16]([CH2:19][CH2:20][CH2:21][C:22]([NH:2][CH3:1])=[O:24])=[CH:15][CH:14]=1, predict the reactants needed to synthesize it. The reactants are: [CH3:1][N:2](C)CCCN=C=NCC.[F:12][C:13]1[CH:18]=[CH:17][C:16]([CH2:19][CH2:20][CH2:21][C:22]([OH:24])=O)=[CH:15][CH:14]=1.ON1C2C=CC=CC=2N=N1.CN.CO. (2) Given the product [O:18]([C:25]1[CH:26]=[C:27]([CH:30]=[CH:31][CH:32]=1)[CH2:28][O:1][C:2]1[CH:17]=[CH:16][C:5]2[CH2:6][CH:7]([C:11]([O:13][CH2:14][CH3:15])=[O:12])[CH2:8][CH2:9][O:10][C:4]=2[CH:3]=1)[C:19]1[CH:20]=[CH:21][CH:22]=[CH:23][CH:24]=1, predict the reactants needed to synthesize it. The reactants are: [OH:1][C:2]1[CH:17]=[CH:16][C:5]2[CH2:6][CH:7]([C:11]([O:13][CH2:14][CH3:15])=[O:12])[CH2:8][CH2:9][O:10][C:4]=2[CH:3]=1.[O:18]([C:25]1[CH:26]=[C:27]([CH:30]=[CH:31][CH:32]=1)[CH2:28]O)[C:19]1[CH:24]=[CH:23][CH:22]=[CH:21][CH:20]=1.C(P(CCCC)CCCC)CCC.N(C(N1CCCCC1)=O)=NC(N1CCCCC1)=O. (3) Given the product [CH3:24][C:25]1[CH:30]=[CH:29][CH:28]=[C:27]([CH3:31])[C:26]=1[O:32][C:15]1[NH:14][C:18]2[CH:19]=[CH:20][CH:21]=[CH:22][C:17]=2[N:16]=1, predict the reactants needed to synthesize it. The reactants are: C(=O)([O-])[O-].[Cs+].[Cs+].C(OC([N:14]1[C:18]2[CH:19]=[CH:20][CH:21]=[CH:22][C:17]=2[N:16]=[C:15]1Cl)=O)(C)(C)C.[CH3:24][C:25]1[CH:30]=[CH:29][CH:28]=[C:27]([CH3:31])[C:26]=1[OH:32]. (4) Given the product [Cl:13][C:12]1[CH:11]=[CH:10][C:4]([C:5]([O:7][CH2:8][CH3:9])=[O:6])=[CH:3][C:2]=1[N:1]1[C:19](=[O:20])[C:18]2[C:17](=[CH:26][CH:25]=[CH:24][CH:23]=2)[NH:14][C:15]1=[O:16], predict the reactants needed to synthesize it. The reactants are: [NH2:1][C:2]1[CH:3]=[C:4]([CH:10]=[CH:11][C:12]=1[Cl:13])[C:5]([O:7][CH2:8][CH3:9])=[O:6].[N:14]([C:17]1[CH:26]=[CH:25][CH:24]=[CH:23][C:18]=1[C:19](OC)=[O:20])=[C:15]=[O:16].C(OCC)(=O)C. (5) Given the product [I:11][C:12]1[CH:20]=[CH:19][CH:18]=[CH:17][C:13]=1[C:14]([NH:21][C:22]1[CH:27]=[CH:26][CH:25]=[CH:24][CH:23]=1)=[O:15], predict the reactants needed to synthesize it. The reactants are: ClCCl.C(N(CC)CC)C.[I:11][C:12]1[CH:20]=[CH:19][CH:18]=[CH:17][C:13]=1[C:14](Cl)=[O:15].[NH2:21][C:22]1[CH:27]=[CH:26][CH:25]=[CH:24][CH:23]=1.